From a dataset of Reaction yield outcomes from USPTO patents with 853,638 reactions. Predict the reaction yield, written as a fraction of the theoretical maximum amount of product (1.0 means a 100% yield; for example, 0.34 means a 34% yield). (1) The reactants are Br[C:2]1[C:7]([F:8])=[CH:6][CH:5]=[C:4]([CH3:9])[N:3]=1.[F:10][C:11]1[CH:16]=[CH:15][CH:14]=[C:13]([F:17])[C:12]=1B(O)O.[F-].[K+].C(P(C(C)(C)C)C(C)(C)C)(C)(C)C.[BH4-].[Na+]. The catalyst is C1COCC1.O.CCO.C1C=CC(/C=C/C(/C=C/C2C=CC=CC=2)=O)=CC=1.C1C=CC(/C=C/C(/C=C/C2C=CC=CC=2)=O)=CC=1.C1C=CC(/C=C/C(/C=C/C2C=CC=CC=2)=O)=CC=1.[Pd].[Pd]. The product is [F:10][C:11]1[CH:16]=[CH:15][CH:14]=[C:13]([F:17])[C:12]=1[C:2]1[C:7]([F:8])=[CH:6][CH:5]=[C:4]([CH3:9])[N:3]=1. The yield is 0.860. (2) The reactants are [Br:1][C:2]1[S:23][C:5]2[N:6]([CH3:22])[C:7](=[O:21])[N:8]([CH2:11][CH2:12][CH2:13][O:14][CH:15]3[CH2:20][CH2:19][CH2:18][CH2:17][O:16]3)[C:9](=[O:10])[C:4]=2[C:3]=1[CH:24]=[O:25].I([C:29]1C=CC=C[C:30]=1C(O)=O)(=O)=O. The catalyst is CS(C)=O.O. The product is [CH2:29]([SH:23]1[C:5]2[N:6]([CH3:22])[C:7](=[O:21])[N:8]([CH2:11][CH2:12][CH2:13][O:14][CH:15]3[CH2:20][CH2:19][CH2:18][CH2:17][O:16]3)[C:9](=[O:10])[C:4]=2[C:3]([CH:24]=[O:25])=[C:2]1[Br:1])[CH3:30]. The yield is 0.575. (3) The reactants are C1[CH:5]2[C@@H:6]3[CH:10]=[CH:9][C@H:8]([CH:4]2C=C1)[CH2:7]3.[C:11]([O:15][CH3:16])(=[O:14])C=C.C1(C=CC(O)=CC=1)O. No catalyst specified. The product is [CH3:16][O:15][C:11]([C:6]12[CH2:7][CH:8]([CH2:4][CH2:5]1)[CH:9]=[CH:10]2)=[O:14]. The yield is 0.448. (4) The reactants are [CH3:1][C:2]1[N:7]=[C:6]2[S:8][C:9]3[CH2:14][CH2:13][CH2:12][CH2:11][C:10]=3[C:5]2=[C:4]([C:15]2[C:24]3[C:19]4=[C:20]([CH2:25][CH2:26][O:27][C:18]4=[CH:17][CH:16]=2)[CH:21]=[CH:22][N:23]=3)[C:3]=1[CH:28]([O:33][C:34]([CH3:37])([CH3:36])[CH3:35])[C:29]([O:31]C)=[O:30].[OH-].[Na+]. The catalyst is CO. The product is [CH3:1][C:2]1[N:7]=[C:6]2[S:8][C:9]3[CH2:14][CH2:13][CH2:12][CH2:11][C:10]=3[C:5]2=[C:4]([C:15]2[C:24]3[C:19]4=[C:20]([CH2:25][CH2:26][O:27][C:18]4=[CH:17][CH:16]=2)[CH:21]=[CH:22][N:23]=3)[C:3]=1[CH:28]([O:33][C:34]([CH3:37])([CH3:36])[CH3:35])[C:29]([OH:31])=[O:30]. The yield is 0.120. (5) The reactants are [CH3:1][C:2]1[CH:3]=[C:4]([C:9]2[N:10]=[CH:11][C:12]([NH:15][C:16](=[O:32])[C:17]3[CH:22]=[C:21]([N:23]4[CH2:28][CH2:27][CH2:26][CH2:25][CH2:24]4)[CH:20]=[CH:19][C:18]=3[N+:29]([O-])=O)=[N:13][CH:14]=2)[CH:5]=[CH:6][C:7]=1[CH3:8]. The catalyst is CO.[Pd]. The product is [NH2:29][C:18]1[CH:19]=[CH:20][C:21]([N:23]2[CH2:28][CH2:27][CH2:26][CH2:25][CH2:24]2)=[CH:22][C:17]=1[C:16]([NH:15][C:12]1[CH:11]=[N:10][C:9]([C:4]2[CH:5]=[CH:6][C:7]([CH3:8])=[C:2]([CH3:1])[CH:3]=2)=[CH:14][N:13]=1)=[O:32]. The yield is 0.550.